Dataset: Full USPTO retrosynthesis dataset with 1.9M reactions from patents (1976-2016). Task: Predict the reactants needed to synthesize the given product. (1) Given the product [CH3:47][O:46][CH2:45][CH2:44][C:33]1[N:34]([CH2:35][CH2:36][CH2:37][N:38]2[CH2:42][CH2:41][CH2:40][C:39]2=[O:43])[C:25]2[C:24]3[CH:23]=[C:22]([CH:2]=[CH:1][N:3]4[C:7](=[O:8])[C:6]5[C:5](=[CH:12][CH:11]=[CH:10][CH:9]=5)[C:4]4=[O:13])[CH:31]=[CH:30][C:29]=3[N:28]=[CH:27][C:26]=2[N:32]=1, predict the reactants needed to synthesize it. The reactants are: [CH:1]([N:3]1[C:7](=[O:8])[C:6]2=[CH:9][CH:10]=[CH:11][CH:12]=[C:5]2[C:4]1=[O:13])=[CH2:2].C(N(CC)CC)C.Br[C:22]1[CH:31]=[CH:30][C:29]2[N:28]=[CH:27][C:26]3[N:32]=[C:33]([CH2:44][CH2:45][O:46][CH3:47])[N:34]([CH2:35][CH2:36][CH2:37][N:38]4[CH2:42][CH2:41][CH2:40][C:39]4=[O:43])[C:25]=3[C:24]=2[CH:23]=1. (2) Given the product [CH2:32]([NH:31][C:30]([O:29][C@H:13]([CH2:14][O:15][C:16](=[O:28])[NH:17][CH2:18][CH2:19][CH2:20][CH2:21][CH2:22][CH2:23][CH2:24][CH2:25][CH2:26][CH3:27])[CH2:12][S:11][CH2:10][C@H:2]([NH:1][C:52](=[O:68])[CH2:53][CH2:54][CH2:55][CH2:56][CH2:57][CH2:58][CH2:59][CH2:60][CH2:61][CH2:62][CH2:63][CH2:64][CH2:65][CH2:66][CH3:67])[C:3]([O:5][C:6]([CH3:7])([CH3:8])[CH3:9])=[O:4])=[O:42])[CH2:33][CH2:34][CH2:35][CH2:36][CH2:37][CH2:38][CH2:39][CH2:40][CH3:41], predict the reactants needed to synthesize it. The reactants are: [NH2:1][C@@H:2]([CH2:10][S:11][CH2:12][C@H:13]([O:29][C:30](=[O:42])[NH:31][CH2:32][CH2:33][CH2:34][CH2:35][CH2:36][CH2:37][CH2:38][CH2:39][CH2:40][CH3:41])[CH2:14][O:15][C:16](=[O:28])[NH:17][CH2:18][CH2:19][CH2:20][CH2:21][CH2:22][CH2:23][CH2:24][CH2:25][CH2:26][CH3:27])[C:3]([O:5][C:6]([CH3:9])([CH3:8])[CH3:7])=[O:4].CCN(C(C)C)C(C)C.[C:52](Cl)(=[O:68])[CH2:53][CH2:54][CH2:55][CH2:56][CH2:57][CH2:58][CH2:59][CH2:60][CH2:61][CH2:62][CH2:63][CH2:64][CH2:65][CH2:66][CH3:67]. (3) Given the product [OH:22][CH2:23][CH2:24][CH2:25][C:26]1[CH:31]=[C:30]([N:12]2[C:13]3[CH:18]=[CH:17][CH:16]=[CH:15][C:14]=3[C:10](=[N:9][C:5]3[CH:6]=[CH:7][CH:8]=[C:3]([C:2]([F:1])([F:20])[F:21])[CH:4]=3)[C:11]2=[O:19])[CH:29]=[CH:28][CH:27]=1, predict the reactants needed to synthesize it. The reactants are: [F:1][C:2]([F:21])([F:20])[C:3]1[CH:4]=[C:5]([N:9]=[C:10]2[C:14]3[CH:15]=[CH:16][CH:17]=[CH:18][C:13]=3[NH:12][C:11]2=[O:19])[CH:6]=[CH:7][CH:8]=1.[OH:22][CH2:23][CH2:24][CH2:25][C:26]1[CH:27]=[C:28](B(O)O)[CH:29]=[CH:30][CH:31]=1.